Predict the product of the given reaction. From a dataset of Forward reaction prediction with 1.9M reactions from USPTO patents (1976-2016). (1) The product is: [ClH:38].[ClH:38].[CH2:39]([O:41][C:30]([C:27]1[CH:28]=[C:29]2[C:24](=[CH:25][CH:26]=1)[NH:23][N:22]=[C:21]2[C:16]1[CH:15]=[CH:14][C:13]2[C:18](=[CH:19][CH:20]=[C:11]([C:9](=[O:10])[NH:8][CH2:7][CH2:6][N:1]3[CH2:5][CH2:4][CH2:3][CH2:2]3)[CH:12]=2)[CH:17]=1)=[NH:31])[CH3:40]. Given the reactants [N:1]1([CH2:6][CH2:7][NH:8][C:9]([C:11]2[CH:20]=[CH:19][C:18]3[C:13](=[CH:14][CH:15]=[C:16]([C:21]4[C:29]5[C:24](=[CH:25][CH:26]=[C:27]([C:30]#[N:31])[CH:28]=5)[N:23](C5CCCCO5)[N:22]=4)[CH:17]=3)[CH:12]=2)=[O:10])[CH2:5][CH2:4][CH2:3][CH2:2]1.[ClH:38].[CH2:39]([OH:41])[CH3:40], predict the reaction product. (2) Given the reactants [Si:1]([O:18][CH:19]1[CH2:24][CH:23]2[CH:21]([CH:22]2[C:25]2[N:29]([CH:30]([CH3:32])[CH3:31])[N:28]=[C:27](C(O)=O)[CH:26]=2)[CH2:20]1)([C:14]([CH3:17])([CH3:16])[CH3:15])([C:8]1[CH:13]=[CH:12][CH:11]=[CH:10][CH:9]=1)[C:2]1[CH:7]=[CH:6][CH:5]=[CH:4][CH:3]=1.C([N:39]([CH:42](C)C)CC)(C)C.[CH2:45]([OH:52])[C:46]1[CH:51]=[CH:50][CH:49]=[CH:48][CH:47]=1.P(N=[N+]=[N-])(=O)(OC1C=CC=CC=1)[O:54]C1C=CC=CC=1, predict the reaction product. The product is: [Si:1]([O:18][CH:19]1[CH2:20][CH:21]2[CH:23]([CH:22]2[C:25]2[N:29]([CH:30]([CH3:32])[CH3:31])[N:28]=[C:27]([NH:39][C:42](=[O:54])[O:52][CH2:45][C:46]3[CH:51]=[CH:50][CH:49]=[CH:48][CH:47]=3)[CH:26]=2)[CH2:24]1)([C:14]([CH3:17])([CH3:15])[CH3:16])([C:8]1[CH:9]=[CH:10][CH:11]=[CH:12][CH:13]=1)[C:2]1[CH:7]=[CH:6][CH:5]=[CH:4][CH:3]=1. (3) Given the reactants [F:1][C:2]([F:15])([F:14])[C:3]1[CH:8]=[CH:7][C:6]([C:9]2[NH:10][CH:11]=CN=2)=[CH:5][CH:4]=1.F[C:17]1[CH:22]=[CH:21][C:20]([N+:23]([O-:25])=[O:24])=[CH:19][CH:18]=1.C(=O)([O-])[O-].[K+].[K+].O.[CH3:33][N:34](C=O)C, predict the reaction product. The product is: [F:15][C:2]([F:1])([F:14])[C:3]1[CH:4]=[CH:5][C:6]([C:9]2[N:10]=[CH:11][N:34]([C:17]3[CH:22]=[CH:21][C:20]([N+:23]([O-:25])=[O:24])=[CH:19][CH:18]=3)[CH:33]=2)=[CH:7][CH:8]=1. (4) Given the reactants [OH:1][C@H:2]1[C@H:9]2[C@:5]([C:12]([O:14]C)=[O:13])([O:6][C:7]([CH3:11])([CH3:10])[O:8]2)[O:4][C@H:3]1[CH2:16][NH:17][C:18](=[O:60])[CH2:19][NH:20][C:21](=[O:59])[CH2:22][N:23]1[CH2:34][CH2:33][N:32]([CH2:35][C:36](=[O:42])[O:37][C:38]([CH3:41])([CH3:40])[CH3:39])[CH2:31][CH2:30][N:29]([CH2:43][C:44](=[O:50])[O:45][C:46]([CH3:49])([CH3:48])[CH3:47])[CH2:28][CH2:27][N:26]([CH2:51][C:52]([O:54][C:55]([CH3:58])([CH3:57])[CH3:56])=[O:53])[CH2:25][CH2:24]1.O[Li].O, predict the reaction product. The product is: [OH:1][C@H:2]1[C@H:9]2[C@:5]([C:12]([OH:14])=[O:13])([O:6][C:7]([CH3:11])([CH3:10])[O:8]2)[O:4][C@H:3]1[CH2:16][NH:17][C:18](=[O:60])[CH2:19][NH:20][C:21](=[O:59])[CH2:22][N:23]1[CH2:34][CH2:33][N:32]([CH2:35][C:36](=[O:42])[O:37][C:38]([CH3:39])([CH3:40])[CH3:41])[CH2:31][CH2:30][N:29]([CH2:43][C:44](=[O:50])[O:45][C:46]([CH3:47])([CH3:48])[CH3:49])[CH2:28][CH2:27][N:26]([CH2:51][C:52]([O:54][C:55]([CH3:58])([CH3:57])[CH3:56])=[O:53])[CH2:25][CH2:24]1. (5) Given the reactants Cl[C:2]1[C:11]([CH3:12])=[C:10]([Cl:13])[C:9]2[C:4](=[CH:5][C:6]([F:15])=[CH:7][C:8]=2[F:14])[N:3]=1.[CH3:16][C:17]1[CH:22]=[CH:21][CH:20]=[C:19]([Sn](CCCC)(CCCC)CCCC)[N:18]=1, predict the reaction product. The product is: [Cl:13][C:10]1[C:9]2[C:4](=[CH:5][C:6]([F:15])=[CH:7][C:8]=2[F:14])[N:3]=[C:2]([C:19]2[CH:20]=[CH:21][CH:22]=[C:17]([CH3:16])[N:18]=2)[C:11]=1[CH3:12].